Dataset: Forward reaction prediction with 1.9M reactions from USPTO patents (1976-2016). Task: Predict the product of the given reaction. Given the reactants [CH3:1][N:2](C(ON1N=NC2C=CC=NC1=2)=[N+](C)C)[CH3:3].F[P-](F)(F)(F)(F)F.[CH:25](N(CC)C(C)C)(C)C.[CH3:34][C:35]1[CH:40]=[CH:39][CH:38]=[C:37]([CH3:41])[C:36]=1[NH:42][C:43]([NH:45][C:46]1[C:47]([C:56](O)=[O:57])=[CH:48][C:49]2[C:54]([CH:55]=1)=[CH:53][CH:52]=[CH:51][CH:50]=2)=[O:44].Cl.CNCC(OC)=O.C(NC(C)C)(C)C.[C:74]([O-:77])(O)=[O:75].[Na+], predict the reaction product. The product is: [CH3:34][C:35]1[CH:40]=[CH:39][CH:38]=[C:37]([CH3:41])[C:36]=1[NH:42][C:43]([NH:45][C:46]1[C:47]([C:56]([N:2]([CH3:3])[CH2:1][C:74]([O:77][CH3:25])=[O:75])=[O:57])=[CH:48][C:49]2[C:54]([CH:55]=1)=[CH:53][CH:52]=[CH:51][CH:50]=2)=[O:44].